Predict the reaction yield, written as a fraction of the theoretical maximum amount of product (1.0 means a 100% yield; for example, 0.34 means a 34% yield). From a dataset of Reaction yield outcomes from USPTO patents with 853,638 reactions. (1) The reactants are C(OC([N:8]1[CH2:13][CH2:12][CH2:11][C@H:10]([CH2:14][O:15][C:16]2[C:25]3[C:24]([NH2:26])=[N:23][S:22](=[O:28])(=[O:27])[NH:21][C:20]=3[CH:19]=[CH:18][CH:17]=2)[CH2:9]1)=O)(C)(C)C.[ClH:29].CO. No catalyst specified. The product is [ClH:29].[NH2:26][C:24]1[C:25]2[C:16]([O:15][CH2:14][C@H:10]3[CH2:11][CH2:12][CH2:13][NH:8][CH2:9]3)=[CH:17][CH:18]=[CH:19][C:20]=2[NH:21][S:22](=[O:27])(=[O:28])[N:23]=1. The yield is 0.632. (2) The reactants are [CH3:1][N:2]([CH3:20])[C:3]([C:5]1[N:14]([CH:15]2[CH2:19][CH2:18][CH2:17][CH2:16]2)[C:8]2[N:9]=[C:10](Cl)[N:11]=[CH:12][C:7]=2[CH:6]=1)=[O:4].C(OC(=O)[NH:27][CH2:28][CH2:29][N:30]([C:32]1[CH:33]=[N:34][C:35]([NH2:38])=[CH:36][CH:37]=1)[CH3:31])(C)(C)C. No catalyst specified. The yield is 0.340. The product is [CH3:1][N:2]([CH3:20])[C:3]([C:5]1[N:14]([CH:15]2[CH2:19][CH2:18][CH2:17][CH2:16]2)[C:8]2[N:9]=[C:10]([NH:38][C:35]3[CH:36]=[CH:37][C:32]([N:30]([CH2:29][CH2:28][NH2:27])[CH3:31])=[CH:33][N:34]=3)[N:11]=[CH:12][C:7]=2[CH:6]=1)=[O:4]. (3) The reactants are [Cl:1][C:2]1[CH:7]=[CH:6][C:5]([CH2:8][C:9]#[N:10])=[CH:4][C:3]=1[C:11]([F:14])([F:13])[F:12].[Cl:15][C:16]1[CH:21]=[C:20]([N+:22]([O-:24])=[O:23])[CH:19]=[C:18]([Cl:25])[C:17]=1Cl.Cl. The catalyst is C1COCC1.[Cl-].C([N+](CC)(CC)CC1C=CC=CC=1)C.[OH-].[Na+]. The product is [Cl:15][C:16]1[CH:21]=[C:20]([N+:22]([O-:24])=[O:23])[CH:19]=[C:18]([Cl:25])[C:17]=1[CH:8]([C:5]1[CH:6]=[CH:7][C:2]([Cl:1])=[C:3]([C:11]([F:12])([F:13])[F:14])[CH:4]=1)[C:9]#[N:10]. The yield is 0.865. (4) The reactants are Cl[CH2:2][CH2:3][CH2:4][CH2:5][C:6]1([C:10]([O:12][CH2:13][CH3:14])=[O:11])[CH2:9][CH2:8][CH2:7]1.[Na+].[I-:16]. No catalyst specified. The product is [I:16][CH2:2][CH2:3][CH2:4][CH2:5][C:6]1([C:10]([O:12][CH2:13][CH3:14])=[O:11])[CH2:9][CH2:8][CH2:7]1. The yield is 0.990. (5) The reactants are Cl.[CH3:2][C:3]1[S:12][C:11]2[NH:10][C:9]3[CH:13]=[CH:14][CH:15]=[CH:16][C:8]=3[N:7]=[C:6]([NH2:17])[C:5]=2[CH:4]=1.[CH2:18]([C@H:26]1[CH2:31]N[CH2:29][CH2:28][NH:27]1)[CH2:19][C:20]1[CH:25]=[CH:24][CH:23]=[CH:22][CH:21]=1. The catalyst is CS(C)=O.C1(C)C=CC=CC=1. The product is [CH3:2][C:3]1[S:12][C:11]2[NH:10][C:9]3[CH:13]=[CH:14][CH:15]=[CH:16][C:8]=3[N:7]=[C:6]([N:17]3[CH2:29][CH2:28][NH:27][C@@H:26]([CH2:18][CH2:19][C:20]4[CH:21]=[CH:22][CH:23]=[CH:24][CH:25]=4)[CH2:31]3)[C:5]=2[CH:4]=1. The yield is 0.650. (6) The reactants are [CH:1]([S:4][C:5]1[CH:10]=[CH:9][CH:8]=[CH:7][C:6]=1[C:11]1[N:12]=[C:13]([C:18]2[O:19][C:20]([C:23]3[CH:28]=[CH:27][CH:26]=[CH:25][CH:24]=3)=[N:21][N:22]=2)[C:14]([NH2:17])=[N:15][CH:16]=1)([CH3:3])[CH3:2].ClC1C=C(C(OO)=[O:37])C=CC=1. The catalyst is ClCCl. The product is [CH:1]([S:4]([C:5]1[CH:10]=[CH:9][CH:8]=[CH:7][C:6]=1[C:11]1[N:12]=[C:13]([C:18]2[O:19][C:20]([C:23]3[CH:28]=[CH:27][CH:26]=[CH:25][CH:24]=3)=[N:21][N:22]=2)[C:14]([NH2:17])=[N:15][CH:16]=1)=[O:37])([CH3:3])[CH3:2]. The yield is 0.310.